Dataset: Forward reaction prediction with 1.9M reactions from USPTO patents (1976-2016). Task: Predict the product of the given reaction. (1) Given the reactants Cl[C:2]1[CH:3]=[C:4]([CH2:19][N:20]2[C:24]([CH3:25])=[CH:23][C:22]([NH:26][C:27]([C@H:29]3[CH2:33][CH2:32][CH2:31][O:30]3)=[O:28])=[N:21]2)[C:5]2[O:9][C:8]([C:10]3[CH:15]=CC(C#N)=C[CH:11]=3)=[CH:7][C:6]=2[CH:18]=1.[NH2:34][C:35]1C=C(C)N(CC2C3OC(C(C)C)=CC=3C=C(C#N)C=2)N=1, predict the reaction product. The product is: [C:35]([C:2]1[CH:3]=[C:4]([CH2:19][N:20]2[C:24]([CH3:25])=[CH:23][C:22]([NH:26][C:27]([C@H:29]3[CH2:33][CH2:32][CH2:31][O:30]3)=[O:28])=[N:21]2)[C:5]2[O:9][C:8]([CH:10]([CH3:11])[CH3:15])=[CH:7][C:6]=2[CH:18]=1)#[N:34]. (2) Given the reactants [F:1][CH2:2][S:3]([C:5]1[CH:10]=[CH:9][C:8]([CH3:11])=[CH:7][CH:6]=1)=O.[CH3:12][C:13]1[CH:14]=[CH:15][CH:16]=[CH:17][C:18]=1[CH3:19].FC(F)(F)S(OS(C(F)(F)F)(=O)=O)(=O)=O.[H+].[B-:36]([F:40])([F:39])([F:38])[F:37], predict the reaction product. The product is: [F:37][B-:36]([F:40])([F:39])[F:38].[CH3:12][C:13]1[CH:14]=[C:15]([S+:3]([CH2:2][F:1])[C:5]2[CH:10]=[CH:9][C:8]([CH3:11])=[CH:7][CH:6]=2)[CH:16]=[CH:17][C:18]=1[CH3:19]. (3) Given the reactants [O:1]=[C:2]1[N:6]([C:7]2[CH:8]=[CH:9][C:10]3[C:16](=[O:17])[CH2:15][CH2:14][CH2:13][CH2:12][C:11]=3[CH:18]=2)[CH2:5][C@H:4]([CH2:19][NH:20][C:21](=[O:23])[CH3:22])[O:3]1.[Li+].C[Si]([N-][Si](C)(C)C)(C)C.[C:34](Cl)(=[O:38])[CH2:35][CH2:36][CH3:37].[Cl-].[NH4+], predict the reaction product. The product is: [C:34]([CH:15]1[CH2:14][CH2:13][CH2:12][C:11]2[CH:18]=[C:7]([N:6]3[CH2:5][C@H:4]([CH2:19][NH:20][C:21](=[O:23])[CH3:22])[O:3][C:2]3=[O:1])[CH:8]=[CH:9][C:10]=2[C:16]1=[O:17])(=[O:38])[CH2:35][CH2:36][CH3:37]. (4) Given the reactants [CH:1]([O:4][C:5]1[N:10]=[C:9]([C:11]2[CH:12]=[C:13]3[C:17](=[CH:18][CH:19]=2)[NH:16][CH:15]=[C:14]3[C:20]([OH:22])=[O:21])[CH:8]=[N:7][CH:6]=1)([CH3:3])[CH3:2].[C:23]([O-])([O-])=O.[K+].[K+].S(OC)(OC)(=O)=O, predict the reaction product. The product is: [CH:1]([O:4][C:5]1[N:10]=[C:9]([C:11]2[CH:12]=[C:13]3[C:17](=[CH:18][CH:19]=2)[NH:16][CH:15]=[C:14]3[C:20]([O:22][CH3:23])=[O:21])[CH:8]=[N:7][CH:6]=1)([CH3:3])[CH3:2]. (5) Given the reactants [C:1]1([CH:7]2[NH:12][CH:11]([C:13](OC)=[O:14])[CH2:10][CH2:9][CH2:8]2)[CH:6]=[CH:5][CH:4]=[CH:3][CH:2]=1.[H-].[Al+3].[Li+].[H-].[H-].[H-], predict the reaction product. The product is: [C:1]1([CH:7]2[NH:12][CH:11]([CH2:13][OH:14])[CH2:10][CH2:9][CH2:8]2)[CH:2]=[CH:3][CH:4]=[CH:5][CH:6]=1. (6) Given the reactants C[O:2][C:3]([C:5]1[S:6][C:7]([C:27]#[C:28][C:29]([CH3:32])([CH3:31])[CH3:30])=[CH:8][C:9]=1[N:10]([C:18]([CH:20]1[CH2:25][CH2:24][CH:23]([CH3:26])[CH2:22][CH2:21]1)=[O:19])[CH:11]1[CH2:16][CH2:15][C:14](=O)[CH2:13][CH2:12]1)=[O:4].[CH3:33][N:34]([C:36]1[CH:41]=[CH:40][CH:39]=[CH:38][N:37]=1)[NH2:35].CC(O)=O.[BH-](OC(C)=O)(OC(C)=O)OC(C)=O.[Na+].C([O-])(O)=O.[Na+].[OH-].[Li+].C(O)(C(F)(F)F)=O, predict the reaction product. The product is: [CH3:30][C:29]([CH3:32])([CH3:31])[C:28]#[C:27][C:7]1[S:6][C:5]([C:3]([OH:2])=[O:4])=[C:9]([N:10]([C:18]([CH:20]2[CH2:21][CH2:22][CH:23]([CH3:26])[CH2:24][CH2:25]2)=[O:19])[CH:11]2[CH2:12][CH2:13][CH:14]([NH:35][N:34]([CH3:33])[C:36]3[CH:41]=[CH:40][CH:39]=[CH:38][N:37]=3)[CH2:15][CH2:16]2)[CH:8]=1.